Dataset: Full USPTO retrosynthesis dataset with 1.9M reactions from patents (1976-2016). Task: Predict the reactants needed to synthesize the given product. (1) Given the product [C:19]([C:18]1[CH:17]=[CH:16][C:15]([CH2:14][CH2:13][CH:12](/[CH:11]=[CH:10]/[C:8]2[CH:9]=[C:4]([F:3])[CH:5]=[CH:6][C:7]=2[O:37][CH2:38][CH2:39][CH2:40][N:41]2[CH2:45][CH2:44][CH2:43][C:42]2=[O:46])[CH2:25][CH2:26][C:27]2[CH:28]=[CH:29][C:30]([C:33]([OH:35])=[O:34])=[CH:31][CH:32]=2)=[CH:24][CH:23]=1)([OH:21])=[O:20], predict the reactants needed to synthesize it. The reactants are: [OH-].[Li+].[F:3][C:4]1[CH:5]=[CH:6][C:7]([O:37][CH2:38][CH2:39][CH2:40][N:41]2[CH2:45][CH2:44][CH2:43][C:42]2=[O:46])=[C:8](/[CH:10]=[CH:11]/[CH:12]([CH2:25][CH2:26][C:27]2[CH:32]=[CH:31][C:30]([C:33]([O:35]C)=[O:34])=[CH:29][CH:28]=2)[CH2:13][CH2:14][C:15]2[CH:24]=[CH:23][C:18]([C:19]([O:21]C)=[O:20])=[CH:17][CH:16]=2)[CH:9]=1.Cl. (2) Given the product [CH3:35][S:36]([O:1][CH2:2][CH2:3][CH2:4][C:5]1[CH:14]=[C:13]2[C:8]([CH:9]=[C:10]([C:16]3[CH:17]=[CH:18][C:19]4[N:20]([CH:22]=[C:23]([CH3:25])[N:24]=4)[CH:21]=3)[C:11](=[O:15])[O:12]2)=[CH:7][CH:6]=1)(=[O:38])=[O:37], predict the reactants needed to synthesize it. The reactants are: [OH:1][CH2:2][CH2:3][CH2:4][C:5]1[CH:14]=[C:13]2[C:8]([CH:9]=[C:10]([C:16]3[CH:17]=[CH:18][C:19]4[N:20]([CH:22]=[C:23]([CH3:25])[N:24]=4)[CH:21]=3)[C:11](=[O:15])[O:12]2)=[CH:7][CH:6]=1.C(N(C(C)C)CC)(C)C.[CH3:35][S:36](Cl)(=[O:38])=[O:37]. (3) The reactants are: [Br:1][C:2]1[CH:3]=[C:4]([N+:9]([O-])=O)[CH:5]=[CH:6][C:7]=1F.C(=O)([O-])[O-].[K+].[K+].[CH:18]([OH:21])([CH3:20])[CH3:19]. Given the product [Br:1][C:2]1[CH:3]=[C:4]([NH2:9])[CH:5]=[CH:6][C:7]=1[O:21][CH:18]([CH3:20])[CH3:19], predict the reactants needed to synthesize it. (4) Given the product [CH:19]1([CH2:22][C:23]([CH2:28][OH:29])([O:32][CH3:33])[C:24]([O:26][CH3:27])=[O:25])[CH2:20][CH2:21]1, predict the reactants needed to synthesize it. The reactants are: [H-].C(O[Al](OC(C)(C)C)OC(C)(C)C)(C)(C)C.[Li+].[CH:19]1([CH2:22][C:23]([O:32][CH3:33])([C:28](OC)=[O:29])[C:24]([O:26][CH3:27])=[O:25])[CH2:21][CH2:20]1.C1COCC1. (5) Given the product [NH2:47][C:45]1[CH:44]=[CH:43][C:41]2[N:42]=[C:38]([O:37][C:34]3[CH:35]=[CH:36][C:31]([NH:30][S:27]([C:18]4[CH:19]=[CH:20][C:21]([C:23]([F:24])([F:25])[F:26])=[CH:22][C:17]=4[Cl:16])(=[O:29])=[O:28])=[CH:32][C:33]=3[Cl:50])[S:39][C:40]=2[CH:46]=1, predict the reactants needed to synthesize it. The reactants are: ClC1C=C(C(F)(F)F)C=CC=1S(N)(=O)=O.[Cl:16][C:17]1[CH:22]=[C:21]([C:23]([F:26])([F:25])[F:24])[CH:20]=[CH:19][C:18]=1[S:27]([NH:30][C:31]1[CH:36]=[CH:35][C:34]([O:37][C:38]2[S:39][C:40]3[CH:46]=[C:45]([N+:47]([O-])=O)[CH:44]=[CH:43][C:41]=3[N:42]=2)=[C:33]([Cl:50])[CH:32]=1)(=[O:29])=[O:28]. (6) Given the product [CH3:12][C:10]1[CH:9]=[CH:8][C:3]([C:4]([O:6][CH3:7])=[O:5])=[C:2]([O:1][C@H:18]([CH2:13][CH:14]=[CH2:15])[CH3:17])[CH:11]=1, predict the reactants needed to synthesize it. The reactants are: [OH:1][C:2]1[CH:11]=[C:10]([CH3:12])[CH:9]=[CH:8][C:3]=1[C:4]([O:6][CH3:7])=[O:5].[C:13]1(P([C:13]2[CH:18]=[CH:17]C=[CH:15][CH:14]=2)[C:13]2[CH:18]=[CH:17]C=[CH:15][CH:14]=2)[CH:18]=[CH:17]C=[CH:15][CH:14]=1.C[C@@H](O)CC=C.N(C(OC(C)C)=O)=NC(OC(C)C)=O. (7) The reactants are: [F:1][C:2]1[CH:7]=[C:6]([C:8]#[N:9])[CH:5]=[C:4]([C:10]2[CH:11]=[N:12][C:13]([C:16]([F:19])([F:18])[F:17])=[CH:14][CH:15]=2)[N:3]=1.[ClH:20]. Given the product [ClH:20].[F:1][C:2]1[CH:7]=[C:6]([CH2:8][NH2:9])[CH:5]=[C:4]([C:10]2[CH:11]=[N:12][C:13]([C:16]([F:19])([F:17])[F:18])=[CH:14][CH:15]=2)[N:3]=1, predict the reactants needed to synthesize it. (8) The reactants are: [OH:1][CH2:2][C:3]1[CH:4]=[CH:5][C:6](/[CH:9]=[CH:10]/[C:11]([O:13]CC)=[O:12])=[N:7][CH:8]=1.[CH3:16][CH:17](CC1C=CC(CO)=CC=1)C(O)=O. Given the product [CH2:16]([CH:10]([CH2:9][C:6]1[CH:5]=[CH:4][C:3]([CH2:2][OH:1])=[CH:8][N:7]=1)[C:11]([OH:13])=[O:12])[CH3:17], predict the reactants needed to synthesize it. (9) Given the product [Br:1][C:2]1[CH:7]=[CH:6][C:5]([NH:8][C:9]2[O:23][C:13]3[CH:14]=[CH:15][C:16]([O:18][C:19]([F:20])([F:21])[F:22])=[CH:17][C:12]=3[N:11]=2)=[CH:4][CH:3]=1, predict the reactants needed to synthesize it. The reactants are: [Br:1][C:2]1[CH:7]=[CH:6][C:5]([N:8]=[C:9]=S)=[CH:4][CH:3]=1.[NH2:11][C:12]1[CH:17]=[C:16]([O:18][C:19]([F:22])([F:21])[F:20])[CH:15]=[CH:14][C:13]=1[OH:23].C(N(CC)CC)C.